Task: Predict the reaction yield, written as a fraction of the theoretical maximum amount of product (1.0 means a 100% yield; for example, 0.34 means a 34% yield).. Dataset: Reaction yield outcomes from USPTO patents with 853,638 reactions (1) The reactants are [CH2:1]([C:4]1[CH:9]=[CH:8][C:7]([NH2:10])=[CH:6][CH:5]=1)[C:2]#[CH:3].C(N(CC)CC)C.[C:18](O[C:18]([O:20][C:21]([CH3:24])([CH3:23])[CH3:22])=[O:19])([O:20][C:21]([CH3:24])([CH3:23])[CH3:22])=[O:19]. The catalyst is C1COCC1. The product is [C:21]([O:20][C:18](=[O:19])[NH:10][C:7]1[CH:8]=[CH:9][C:4]([CH2:1][C:2]#[CH:3])=[CH:5][CH:6]=1)([CH3:24])([CH3:23])[CH3:22]. The yield is 1.00. (2) The reactants are [CH3:1][O:2][CH2:3][CH2:4][CH2:5][O:6][C:7]1[CH:12]=[CH:11][N:10]=[C:9]([CH2:13][S:14][C:15]2[NH:19][C:18]3[CH:20]=[CH:21][CH:22]=[CH:23][C:17]=3[N:16]=2)[C:8]=1[CH3:24].[OH-:25].[Na+].O. The catalyst is ClCCl. The product is [CH3:1][O:2][CH2:3][CH2:4][CH2:5][O:6][C:7]1[CH:12]=[CH:11][N:10]=[C:9]([CH2:13][S:14]([C:15]2[NH:16][C:17]3[CH:23]=[CH:22][CH:21]=[CH:20][C:18]=3[N:19]=2)=[O:25])[C:8]=1[CH3:24]. The yield is 0.414. (3) The reactants are [CH:1]1([CH2:6][CH:7]([C:14]2[CH:19]=[CH:18][C:17]([S:20][CH3:21])=[CH:16][N:15]=2)[C:8](N(OC)C)=[O:9])[CH2:5][CH2:4][CH2:3][CH2:2]1.[CH:22]([Mg]Br)=[CH2:23].Cl. The catalyst is O1CCCC1. The product is [CH:1]1([CH2:6][CH:7]([C:14]2[CH:19]=[CH:18][C:17]([S:20][CH3:21])=[CH:16][N:15]=2)[C:8](=[O:9])[CH:22]=[CH2:23])[CH2:5][CH2:4][CH2:3][CH2:2]1. The yield is 0.540. (4) The reactants are [Cl:1][C:2]1[CH:3]=[C:4]([C:9](=O)[CH2:10][C:11](=O)[C:12]([F:15])([F:14])[F:13])[CH:5]=[CH:6][C:7]=1[Cl:8].[NH2:18][C:19]1[C:23]([C:24]2[CH:25]=[N:26][CH:27]=[CH:28][CH:29]=2)=[CH:22][NH:21][N:20]=1. No catalyst specified. The product is [Cl:1][C:2]1[CH:3]=[C:4]([C:9]2[CH:10]=[C:11]([C:12]([F:15])([F:14])[F:13])[N:20]3[N:21]=[CH:22][C:23]([C:24]4[CH:25]=[N:26][CH:27]=[CH:28][CH:29]=4)=[C:19]3[N:18]=2)[CH:5]=[CH:6][C:7]=1[Cl:8]. The yield is 0.670. (5) The reactants are [Cl:1][C:2]1[CH:3]=[C:4]([CH:17]=[C:18]([Cl:20])[CH:19]=1)[CH2:5][O:6][Si:7]([CH:14]([CH3:16])[CH3:15])([CH:11]([CH3:13])[CH3:12])[CH:8]([CH3:10])[CH3:9].C([Li])CCC.CN(C)[CH:28]=[O:29].Cl.[Na+].[Cl-]. The catalyst is O1CCCC1. The product is [Cl:20][C:18]1[CH:17]=[C:4]([CH2:5][O:6][Si:7]([CH:14]([CH3:16])[CH3:15])([CH:8]([CH3:9])[CH3:10])[CH:11]([CH3:12])[CH3:13])[CH:3]=[C:2]([Cl:1])[C:19]=1[CH:28]=[O:29]. The yield is 0.810.